From a dataset of Full USPTO retrosynthesis dataset with 1.9M reactions from patents (1976-2016). Predict the reactants needed to synthesize the given product. (1) Given the product [Cl:1][C:2]1[CH:10]=[CH:9][CH:8]=[C:7]2[C:3]=1[CH:4]=[CH:5][N:6]2[C@H:11]([C:15]1[CH:20]=[CH:19][CH:18]=[CH:17][CH:16]=1)[CH2:12][CH2:13][NH:22][CH3:21], predict the reactants needed to synthesize it. The reactants are: [Cl:1][C:2]1[CH:10]=[CH:9][CH:8]=[C:7]2[C:3]=1[CH:4]=[CH:5][N:6]2[CH:11]([C:15]1[CH:20]=[CH:19][CH:18]=[CH:17][CH:16]=1)[CH2:12][CH2:13]Cl.[CH3:21][NH2:22]. (2) Given the product [C:1]([N:4]1[C:12]2[C:7](=[CH:8][C:9]([C:13](=[O:15])/[CH:14]=[CH:18]/[N:19]([CH3:21])[CH3:20])=[CH:10][CH:11]=2)[CH2:6][CH2:5]1)(=[O:3])[CH3:2], predict the reactants needed to synthesize it. The reactants are: [C:1]([N:4]1[C:12]2[C:7](=[CH:8][C:9]([C:13](=[O:15])[CH3:14])=[CH:10][CH:11]=2)[CH2:6][CH2:5]1)(=[O:3])[CH3:2].CO[CH:18](OC)[N:19]([CH3:21])[CH3:20]. (3) Given the product [NH2:12][C:6]1[CH:5]=[CH:4][C:3]2[C:8](=[CH:9][CH:10]=[CH:11][C:2]=2[C:13](=[O:15])[CH3:14])[N:7]=1, predict the reactants needed to synthesize it. The reactants are: Br[C:2]1[CH:11]=[CH:10][CH:9]=[C:8]2[C:3]=1[CH:4]=[CH:5][C:6]([NH2:12])=[N:7]2.[CH2:13]([O:15]C([Sn](CCCC)(CCCC)CCCC)=C)[CH3:14].Cl.[OH-].[Na+]. (4) Given the product [C:1]1([O:11][CH2:12][CH2:13][CH2:14][N:15]2[C:23]3[C:18](=[CH:19][CH:20]=[CH:21][CH:22]=3)[C:17]([CH2:24][C:25]([OH:27])=[O:26])=[CH:16]2)[C:10]2[C:5](=[CH:6][CH:7]=[CH:8][CH:9]=2)[CH:4]=[CH:3][CH:2]=1, predict the reactants needed to synthesize it. The reactants are: [C:1]1([O:11][CH2:12][CH2:13][CH2:14][N:15]2[C:23]3[C:18](=[CH:19][CH:20]=[CH:21][CH:22]=3)[C:17]([CH2:24][C:25]([O:27]C)=[O:26])=[CH:16]2)[C:10]2[C:5](=[CH:6][CH:7]=[CH:8][CH:9]=2)[CH:4]=[CH:3][CH:2]=1.[OH-].[K+]. (5) Given the product [C:1]([C:3]1[CH:4]=[C:5]([CH:29]=[CH:30][C:31]=1[O:32][CH:33]([CH3:35])[CH3:34])[CH2:6][O:7][C:8]1[CH:16]=[CH:15][C:14]2[N:13]3[CH2:17][CH2:18][CH:19]([CH2:20][C:21]([O:23][C:24]([CH3:27])([CH3:26])[CH3:25])=[O:22])[C:12]3=[C:11]([S:37]([CH3:36])(=[O:39])=[O:38])[C:10]=2[CH:9]=1)#[N:2], predict the reactants needed to synthesize it. The reactants are: [C:1]([C:3]1[CH:4]=[C:5]([CH:29]=[CH:30][C:31]=1[O:32][CH:33]([CH3:35])[CH3:34])[CH2:6][O:7][C:8]1[CH:16]=[CH:15][C:14]2[N:13]3[CH2:17][CH2:18][CH:19]([CH2:20][C:21]([O:23][C:24]([CH3:27])([CH3:26])[CH3:25])=[O:22])[C:12]3=[C:11](I)[C:10]=2[CH:9]=1)#[N:2].[CH3:36][S:37]([O-:39])=[O:38].[Na+]. (6) Given the product [C:5]([C:4]1[CH:8]=[C:9]([CH2:11][O:12][CH2:13][C:14]2([C:27]3[CH:28]=[CH:29][CH:30]=[CH:31][CH:32]=3)[CH2:19][CH2:18][N:17]([C:20]([O:22][C:23]([CH3:26])([CH3:24])[CH3:25])=[O:21])[CH2:16][CH2:15]2)[CH:10]=[C:2]([C:37]2[CH:38]=[CH:39][C:34]([F:33])=[CH:35][CH:36]=2)[CH:3]=1)(=[O:6])[NH2:49], predict the reactants needed to synthesize it. The reactants are: Br[C:2]1[CH:3]=[C:4]([CH:8]=[C:9]([CH2:11][O:12][CH2:13][C:14]2([C:27]3[CH:32]=[CH:31][CH:30]=[CH:29][CH:28]=3)[CH2:19][CH2:18][N:17]([C:20]([O:22][C:23]([CH3:26])([CH3:25])[CH3:24])=[O:21])[CH2:16][CH2:15]2)[CH:10]=1)[C:5](O)=[O:6].[F:33][C:34]1[CH:39]=[CH:38][C:37](B(O)O)=[CH:36][CH:35]=1.N.CO.C([N:49](CC)C(C)C)(C)C.C1CN([P+](ON2N=NC3C=CC=CC2=3)(N2CCCC2)N2CCCC2)CC1.F[P-](F)(F)(F)(F)F.